The task is: Regression. Given a peptide amino acid sequence and an MHC pseudo amino acid sequence, predict their binding affinity value. This is MHC class II binding data.. This data is from Peptide-MHC class II binding affinity with 134,281 pairs from IEDB. (1) The peptide sequence is DYLKAQQNRRFMIYV. The MHC is DRB1_0101 with pseudo-sequence DRB1_0101. The binding affinity (normalized) is 0.573. (2) The peptide sequence is GELWIVDKIDAAFKI. The MHC is DRB1_0802 with pseudo-sequence DRB1_0802. The binding affinity (normalized) is 0.545. (3) The peptide sequence is DAAFKIAATAANAAP. The MHC is HLA-DPA10103-DPB10401 with pseudo-sequence HLA-DPA10103-DPB10401. The binding affinity (normalized) is 0.137. (4) The peptide sequence is GITDRDFIEGVHGGT. The MHC is DRB1_0405 with pseudo-sequence DRB1_0405. The binding affinity (normalized) is 0. (5) The peptide sequence is EIGWEAGTAAPDEIP. The MHC is DRB1_0401 with pseudo-sequence DRB1_0401. The binding affinity (normalized) is 0.0535. (6) The peptide sequence is LTEHGCNRLKRMAVS. The MHC is DRB5_0101 with pseudo-sequence DRB5_0101. The binding affinity (normalized) is 0.738.